Dataset: Catalyst prediction with 721,799 reactions and 888 catalyst types from USPTO. Task: Predict which catalyst facilitates the given reaction. Reactant: [CH:1]([O:4][C:5]1[CH:10]=[CH:9][C:8]([CH2:11][CH2:12][CH2:13][OH:14])=[C:7]([O:15][CH2:16][C:17]2[CH:22]=[CH:21][C:20]([C:23]([F:26])([F:25])[F:24])=[CH:19][CH:18]=2)[CH:6]=1)([CH3:3])[CH3:2].O[C:28]1[CH:32]=[C:31]([CH2:33][CH2:34][C:35]([O:37]CC)=[O:36])[N:30]([C:40]2[CH:45]=[CH:44][CH:43]=[CH:42][CH:41]=2)[N:29]=1.C(P(CCCC)CCCC)CCC.N(C(N1CCCCC1)=O)=NC(N1CCCCC1)=O.O1CCCC1CO.[OH-].[Na+].Cl. Product: [CH:1]([O:4][C:5]1[CH:10]=[CH:9][C:8]([CH2:11][CH2:12][CH2:13][O:14][C:28]2[CH:32]=[C:31]([CH2:33][CH2:34][C:35]([OH:37])=[O:36])[N:30]([C:40]3[CH:45]=[CH:44][CH:43]=[CH:42][CH:41]=3)[N:29]=2)=[C:7]([O:15][CH2:16][C:17]2[CH:18]=[CH:19][C:20]([C:23]([F:24])([F:25])[F:26])=[CH:21][CH:22]=2)[CH:6]=1)([CH3:3])[CH3:2]. The catalyst class is: 7.